This data is from Reaction yield outcomes from USPTO patents with 853,638 reactions. The task is: Predict the reaction yield, written as a fraction of the theoretical maximum amount of product (1.0 means a 100% yield; for example, 0.34 means a 34% yield). (1) The reactants are [NH2:1][C:2]1[N:7]=[C:6]([NH2:8])[C:5](I)=[CH:4][N:3]=1.[CH3:10][CH:11]([C:14]1[CH:15]=[C:16]([O:24][CH3:25])[C:17]([O:22][CH3:23])=[C:18]([O:20][CH3:21])[CH:19]=1)[C:12]#[CH:13]. No catalyst specified. The product is [NH2:1][C:2]1[N:7]=[C:6]([NH2:8])[C:5]([C:13]#[C:12][CH:11]([C:14]2[CH:19]=[C:18]([O:20][CH3:21])[C:17]([O:22][CH3:23])=[C:16]([O:24][CH3:25])[CH:15]=2)[CH3:10])=[CH:4][N:3]=1. The yield is 0.900. (2) The catalyst is [Pd].CO. The yield is 0.940. The reactants are Cl[C:2]1[C:11]2[O:10][CH2:9][CH2:8][CH2:7][C:6]=2[C:5]([CH3:12])=[C:4]([B:13]2[O:17][C:16]([CH3:19])([CH3:18])[C:15]([CH3:21])([CH3:20])[O:14]2)[CH:3]=1.C([O-])=O.[NH4+]. The product is [CH3:18][C:16]1([CH3:19])[C:15]([CH3:20])([CH3:21])[O:14][B:13]([C:4]2[CH:3]=[CH:2][C:11]3[O:10][CH2:9][CH2:8][CH2:7][C:6]=3[C:5]=2[CH3:12])[O:17]1. (3) The reactants are CS(C)=O.CCN(C(C)C)C(C)C.[CH2:14]([O:21][C:22]([N:24]([CH2:26][CH2:27][OH:28])[CH3:25])=[O:23])[C:15]1[CH:20]=[CH:19][CH:18]=[CH:17][CH:16]=1. The catalyst is ClCCl. The product is [CH2:14]([O:21][C:22]([N:24]([CH2:26][CH:27]=[O:28])[CH3:25])=[O:23])[C:15]1[CH:20]=[CH:19][CH:18]=[CH:17][CH:16]=1. The yield is 1.00. (4) The reactants are [CH2:1]([O:3]CC)C.Br[C:7]1[CH:8]=[CH:9][C:10]([CH2:13][O:14][C:15]2[CH:20]=[CH:19][CH:18]=[CH:17][CH:16]=2)=[N:11][CH:12]=1.C([Li])CCC.CN(C)C=O. The catalyst is O. The product is [O:14]([CH2:13][C:10]1[N:11]=[CH:12][C:7]([CH:1]=[O:3])=[CH:8][CH:9]=1)[C:15]1[CH:20]=[CH:19][CH:18]=[CH:17][CH:16]=1. The yield is 0.283. (5) The reactants are C([O:3][C:4](=O)[CH:5]([C:12]1[CH:17]=[CH:16][C:15]([S:18]([C:21]2[NH:22][CH:23]=[CH:24][N:25]=2)(=[O:20])=[O:19])=[CH:14][CH:13]=1)[CH2:6][CH:7]1[CH2:11][CH2:10][CH2:9][CH2:8]1)C.[NH2:27][C:28]1[S:29][CH:30]=[CH:31][N:32]=1.C[O-].[Mg+2].C[O-].CO. No catalyst specified. The product is [CH:7]1([CH2:6][CH:5]([C:12]2[CH:17]=[CH:16][C:15]([S:18]([C:21]3[NH:22][CH:23]=[CH:24][N:25]=3)(=[O:20])=[O:19])=[CH:14][CH:13]=2)[C:4]([NH:27][C:28]2[S:29][CH:30]=[CH:31][N:32]=2)=[O:3])[CH2:11][CH2:10][CH2:9][CH2:8]1. The yield is 0.190.